From a dataset of Full USPTO retrosynthesis dataset with 1.9M reactions from patents (1976-2016). Predict the reactants needed to synthesize the given product. (1) Given the product [N+:18]([C:4]1[CH:5]=[CH:6][C:1]([CH:7]2[CH2:8][CH2:9][NH:10][CH2:11][CH2:12]2)=[CH:2][CH:3]=1)([O-:20])=[O:19], predict the reactants needed to synthesize it. The reactants are: [C:1]1([CH:7]2[CH2:12][CH2:11][NH:10][CH2:9][CH2:8]2)[CH:6]=[CH:5][CH:4]=[CH:3][CH:2]=1.S(=O)(=O)(O)O.[N+:18]([O-])([OH:20])=[O:19].C(=O)([O-])O.[Na+].[OH-].[Na+]. (2) Given the product [CH:19]1([C:2]2[CH:3]=[CH:4][C:5]([C:8]([O:10][CH2:11][C:12]3[CH:17]=[CH:16][CH:15]=[CH:14][CH:13]=3)=[O:9])=[N:6][CH:7]=2)[CH2:21][CH2:20]1, predict the reactants needed to synthesize it. The reactants are: Br[C:2]1[CH:3]=[CH:4][C:5]([C:8]([O:10][CH2:11][C:12]2[CH:17]=[CH:16][CH:15]=[CH:14][CH:13]=2)=[O:9])=[N:6][CH:7]=1.[Br-].[CH:19]1([Zn+])[CH2:21][CH2:20]1. (3) Given the product [CH3:8][C:6]1([CH3:9])[CH2:5][C:4](=[O:10])[CH:3]=[CH:2][CH2:7]1, predict the reactants needed to synthesize it. The reactants are: Cl[C:2]1[CH2:7][C:6]([CH3:9])([CH3:8])[CH2:5][C:4](=[O:10])[CH:3]=1.[I-].[K+]. (4) Given the product [NH2:7][CH:4]1[CH2:5][CH2:6][N:1]([CH2:29][C:26]2[CH:27]=[CH:28][N:24]3[C:25]=2[C:20]([NH:43][C:44]2[CH:49]=[CH:48][N:47]=[CH:46][CH:45]=2)=[N:21][CH:22]=[N:23]3)[CH2:2][CH2:3]1, predict the reactants needed to synthesize it. The reactants are: [N:1]1[CH:6]=[CH:5][C:4]([NH2:7])=[CH:3][CH:2]=1.C[Si]([N-][Si](C)(C)C)(C)C.[Na+].[Br-].Cl[C:20]1[C:25]2=[C:26]([CH2:29][N+](CC)(CC)CC)[CH:27]=[CH:28][N:24]2[N:23]=[CH:22][N:21]=1.C(OC(=O)[NH:43][CH:44]1[CH2:49][CH2:48][NH:47][CH2:46][CH2:45]1)(C)(C)C. (5) The reactants are: [NH2:1][C:2]1[CH:6]=[CH:5][S:4][C:3]=1[C:7]([NH2:9])=[O:8].CCN(CC)CC.CN(C1C=CC=CN=1)C.[CH3:26][O:27][C:28]1[CH:36]=[CH:35][CH:34]=[CH:33][C:29]=1[C:30](Cl)=[O:31]. Given the product [CH3:26][O:27][C:28]1[CH:36]=[CH:35][CH:34]=[CH:33][C:29]=1[C:30]([NH:1][C:2]1[CH:6]=[CH:5][S:4][C:3]=1[C:7]([NH2:9])=[O:8])=[O:31], predict the reactants needed to synthesize it. (6) Given the product [Cl:1][C:2]1[CH:7]=[CH:6][N:5]=[C:4]([C:8]#[N:10])[CH:3]=1, predict the reactants needed to synthesize it. The reactants are: [Cl:1][C:2]1[CH:7]=[CH:6][N:5]=[C:4]([C:8]([NH2:10])=O)[CH:3]=1.CCN(CC)CC.C(OC(C(F)(F)F)=O)(C(F)(F)F)=O.